This data is from NCI-60 drug combinations with 297,098 pairs across 59 cell lines. The task is: Regression. Given two drug SMILES strings and cell line genomic features, predict the synergy score measuring deviation from expected non-interaction effect. Drug 1: CC1=C2C(C(=O)C3(C(CC4C(C3C(C(C2(C)C)(CC1OC(=O)C(C(C5=CC=CC=C5)NC(=O)OC(C)(C)C)O)O)OC(=O)C6=CC=CC=C6)(CO4)OC(=O)C)OC)C)OC. Drug 2: CC1C(C(CC(O1)OC2CC(OC(C2O)C)OC3=CC4=CC5=C(C(=O)C(C(C5)C(C(=O)C(C(C)O)O)OC)OC6CC(C(C(O6)C)O)OC7CC(C(C(O7)C)O)OC8CC(C(C(O8)C)O)(C)O)C(=C4C(=C3C)O)O)O)O. Cell line: NCIH23. Synergy scores: CSS=52.1, Synergy_ZIP=-0.412, Synergy_Bliss=-0.630, Synergy_Loewe=-23.3, Synergy_HSA=0.604.